This data is from Forward reaction prediction with 1.9M reactions from USPTO patents (1976-2016). The task is: Predict the product of the given reaction. (1) Given the reactants C(P1(=O)OP(CCC)(=O)OP(CCC)(=O)O1)CC.[CH2:19]([O:21][C:22]1[CH:31]=[C:30]2[C:25]([C:26]([C:55](O)=[O:56])=[C:27]([CH2:42][N:43]3[CH2:48][CH2:47][CH:46]([N:49]4[CH2:54][CH2:53][O:52][CH2:51][CH2:50]4)[CH2:45][CH2:44]3)[C:28]([C:32]3[CH:37]=[CH:36][CH:35]=[C:34]([C:38]([F:41])([F:40])[F:39])[CH:33]=3)=[N:29]2)=[CH:24][C:23]=1[S:58]([CH2:61][CH3:62])(=[O:60])=[O:59])[CH3:20].[F:63][C:64]([F:74])([F:73])[C@@H:65]([C:67]1[CH:72]=[CH:71][CH:70]=[CH:69][CH:68]=1)[NH2:66].C(N(CC)C(C)C)(C)C, predict the reaction product. The product is: [CH2:19]([O:21][C:22]1[CH:31]=[C:30]2[C:25]([C:26]([C:55]([NH:66][C@H:65]([C:67]3[CH:72]=[CH:71][CH:70]=[CH:69][CH:68]=3)[C:64]([F:63])([F:73])[F:74])=[O:56])=[C:27]([CH2:42][N:43]3[CH2:44][CH2:45][CH:46]([N:49]4[CH2:50][CH2:51][O:52][CH2:53][CH2:54]4)[CH2:47][CH2:48]3)[C:28]([C:32]3[CH:37]=[CH:36][CH:35]=[C:34]([C:38]([F:40])([F:41])[F:39])[CH:33]=3)=[N:29]2)=[CH:24][C:23]=1[S:58]([CH2:61][CH3:62])(=[O:59])=[O:60])[CH3:20]. (2) Given the reactants [CH:1]1([C:4]2[CH:5]=[CH:6][C:7]([NH:14][C:15]3[CH:16]=[C:17]4[C:21](=[CH:22][CH:23]=3)[N:20]([CH2:24][C:25]3[CH:30]=[CH:29][C:28](I)=[CH:27][CH:26]=3)[CH:19]=[CH:18]4)=[C:8]([CH:13]=2)[C:9]([O:11][CH3:12])=[O:10])[CH2:3][CH2:2]1.[CH3:32][NH:33][CH3:34].C(=O)([O-])[O-].[Cs+].[Cs+].O1CCOCC1, predict the reaction product. The product is: [CH:1]1([C:4]2[CH:5]=[CH:6][C:7]([NH:14][C:15]3[CH:16]=[C:17]4[C:21](=[CH:22][CH:23]=3)[N:20]([CH2:24][C:25]3[CH:30]=[CH:29][C:28]([N:33]([CH3:34])[CH3:32])=[CH:27][CH:26]=3)[CH:19]=[CH:18]4)=[C:8]([CH:13]=2)[C:9]([O:11][CH3:12])=[O:10])[CH2:3][CH2:2]1. (3) Given the reactants CCCC[N+](CCCC)(CCCC)CCCC.[F-].[CH2:19]([O:51][C:52]1[CH:57]=[C:56]([O:58][CH3:59])[C:55]([C:60]([N:62]2[CH2:66][C:65](=[CH2:67])[CH2:64][C@H:63]2[CH2:68][O:69][Si](C(C)(C)C)(C)C)=[O:61])=[CH:54][C:53]=1[N+:77]([O-:79])=[O:78])[CH2:20][CH2:21][O:22][C:23]1[CH:28]=[C:27]([O:29][CH3:30])[C:26]([C:31]([N:33]2[CH2:37][C:36](=[CH2:38])[CH2:35][CH:34]2[CH2:39][O:40][Si](C(C)(C)C)(C)C)=[O:32])=[CH:25][C:24]=1[N+:48]([O-:50])=[O:49].[NH4+].[Cl-], predict the reaction product. The product is: [CH2:21]([O:22][C:23]1[CH:28]=[C:27]([O:29][CH3:30])[C:26]([C:31]([N:33]2[CH2:37][C:36](=[CH2:38])[CH2:35][C@H:34]2[CH2:39][OH:40])=[O:32])=[CH:25][C:24]=1[N+:48]([O-:50])=[O:49])[CH2:20][CH2:19][O:51][C:52]1[CH:57]=[C:56]([O:58][CH3:59])[C:55]([C:60]([N:62]2[CH2:66][C:65](=[CH2:67])[CH2:64][CH:63]2[CH2:68][OH:69])=[O:61])=[CH:54][C:53]=1[N+:77]([O-:79])=[O:78]. (4) Given the reactants [F:1][C:2]1[CH:7]=[CH:6][C:5]([CH2:8][C:9]2[CH:18]=[C:17]3[C:12]([C:13]([OH:36])=[C:14]([C:31](OCC)=[O:32])[C:15](=[O:30])[N:16]3[CH2:19][CH2:20][CH2:21][N:22]3[CH2:28][CH2:27][CH2:26][CH2:25][CH2:24][C:23]3=[O:29])=[N:11][CH:10]=2)=[CH:4][CH:3]=1.[CH3:37][O:38][CH2:39][CH2:40][CH2:41][NH2:42], predict the reaction product. The product is: [F:1][C:2]1[CH:7]=[CH:6][C:5]([CH2:8][C:9]2[CH:18]=[C:17]3[C:12]([C:13]([OH:36])=[C:14]([C:31]([NH:42][CH2:41][CH2:40][CH2:39][O:38][CH3:37])=[O:32])[C:15](=[O:30])[N:16]3[CH2:19][CH2:20][CH2:21][N:22]3[CH2:28][CH2:27][CH2:26][CH2:25][CH2:24][C:23]3=[O:29])=[N:11][CH:10]=2)=[CH:4][CH:3]=1. (5) Given the reactants [CH2:1]([C:5]1[N:10]2[N:11]=[C:12]([CH3:14])[N:13]=[C:9]2[N:8]([CH:15]2[CH2:24][CH2:23][C:18]3(OCC[O:19]3)[CH2:17][CH2:16]2)[C:7](=[O:25])[C:6]=1[CH2:26][C:27]1[CH:32]=[CH:31][C:30]([C:33]2[C:34]([C:39]#[N:40])=[CH:35][CH:36]=[CH:37][CH:38]=2)=[CH:29][CH:28]=1)[CH2:2][CH2:3][CH3:4].Cl.O1CCCC1, predict the reaction product. The product is: [CH2:1]([C:5]1[N:10]2[N:11]=[C:12]([CH3:14])[N:13]=[C:9]2[N:8]([C@H:15]2[CH2:24][CH2:23][C@H:18]([OH:19])[CH2:17][CH2:16]2)[C:7](=[O:25])[C:6]=1[CH2:26][C:27]1[CH:28]=[CH:29][C:30]([C:33]2[C:34]([C:39]#[N:40])=[CH:35][CH:36]=[CH:37][CH:38]=2)=[CH:31][CH:32]=1)[CH2:2][CH2:3][CH3:4]. (6) The product is: [CH:27]1([NH:30][C:19]([C:4]2[C:3]([S:22][C:23]([F:24])([F:26])[F:25])=[C:2]([NH2:1])[N:6]([C:7]3[C:12]([Cl:13])=[CH:11][C:10]([C:14]([F:15])([F:16])[F:17])=[CH:9][C:8]=3[Cl:18])[N:5]=2)=[O:20])[CH2:29][CH2:28]1. Given the reactants [NH2:1][C:2]1[N:6]([C:7]2[C:12]([Cl:13])=[CH:11][C:10]([C:14]([F:17])([F:16])[F:15])=[CH:9][C:8]=2[Cl:18])[N:5]=[C:4]([C:19](O)=[O:20])[C:3]=1[S:22][C:23]([F:26])([F:25])[F:24].[CH:27]1([NH2:30])[CH2:29][CH2:28]1, predict the reaction product.